This data is from Reaction yield outcomes from USPTO patents with 853,638 reactions. The task is: Predict the reaction yield, written as a fraction of the theoretical maximum amount of product (1.0 means a 100% yield; for example, 0.34 means a 34% yield). (1) The reactants are C([N:8]1[CH2:14][C:13]2[N:15]=[CH:16][C:17]([N:19]3[C:23]([CH3:24])=[CH:22][CH:21]=[C:20]3[CH3:25])=[N:18][C:12]=2[O:11][CH2:10][CH2:9]1)C1C=CC=CC=1.C(OCC)(=O)C.[ClH:32]. The catalyst is CO.[OH-].[OH-].[Pd+2]. The product is [ClH:32].[CH3:25][C:20]1[N:19]([C:17]2[CH:16]=[N:15][C:13]3[CH2:14][NH:8][CH2:9][CH2:10][O:11][C:12]=3[N:18]=2)[C:23]([CH3:24])=[CH:22][CH:21]=1. The yield is 0.560. (2) The reactants are [Br:1][C:2]1[C:11]2[C:6](=[CH:7][CH:8]=[CH:9][CH:10]=2)[C:5]([C:12]2[NH:16][C:15]([CH:17]3[CH2:21][CH2:20][CH2:19][NH:18]3)=[N:14][CH:13]=2)=[CH:4][CH:3]=1.[CH3:22][O:23][C:24]([NH:26][CH:27]([CH:31]([CH3:33])[CH3:32])[C:28](O)=[O:29])=[O:25].CN(C(ON1N=NC2C=CC=NC1=2)=[N+](C)C)C.F[P-](F)(F)(F)(F)F.CN1CCOCC1. The catalyst is CN(C=O)C. The product is [CH3:22][O:23][C:24](=[O:25])[NH:26][CH:27]([C:28]([N:18]1[CH2:19][CH2:20][CH2:21][CH:17]1[C:15]1[NH:16][C:12]([C:5]2[C:6]3[C:11](=[CH:10][CH:9]=[CH:8][CH:7]=3)[C:2]([Br:1])=[CH:3][CH:4]=2)=[CH:13][N:14]=1)=[O:29])[CH:31]([CH3:33])[CH3:32]. The yield is 0.720. (3) The reactants are [O:1]1[C:9]2[C:4](=[N:5][CH:6]=[C:7](B(O)O)[CH:8]=2)[O:3][CH2:2]1.[OH:13]O. The catalyst is ClCCl. The product is [O:1]1[C:9]2[C:4](=[N:5][CH:6]=[C:7]([OH:13])[CH:8]=2)[O:3][CH2:2]1. The yield is 0.490. (4) The reactants are ClC1C=C([C:9]2[N:13]3[C:14]4[N:22]=[C:21]([O:23]C)[CH:20]=[CH:19][C:15]=4[N:16]=[C:17]([CH3:18])[C:12]3=[C:11]([CH3:25])[N:10]=2)C=C(Cl)C=1.B(Br)(Br)[Br:27].C([O-])([O-])=O.[K+].[K+]. The catalyst is ClC(Cl)C. The product is [Br:27][C:9]1[N:13]2[C:14]3[NH:22][C:21](=[O:23])[CH:20]=[CH:19][C:15]=3[N:16]=[C:17]([CH3:18])[C:12]2=[C:11]([CH3:25])[N:10]=1. The yield is 0.550. (5) The catalyst is O. The yield is 0.710. The product is [F:1][C:2]1[CH:7]=[C:6]([C:8]2[CH:9]=[N:10][N:11]([CH3:13])[CH:12]=2)[CH:5]=[CH:4][C:3]=1[C:14]1[CH:15]=[N:16][CH:17]=[C:18]2[C:23]=1[N:22]=[C:21]([C:24]([NH2:25])=[O:26])[CH:20]=[CH:19]2. The reactants are [F:1][C:2]1[CH:7]=[C:6]([C:8]2[CH:9]=[N:10][N:11]([CH3:13])[CH:12]=2)[CH:5]=[CH:4][C:3]=1[C:14]1[CH:15]=[N:16][CH:17]=[C:18]2[C:23]=1[N:22]=[C:21]([C:24]#[N:25])[CH:20]=[CH:19]2.[OH:26]S(O)(=O)=O.C([O-])(O)=O.[Na+]. (6) The reactants are Br[C:2]1[CH:3]=[C:4]2[C:9](=[CH:10][CH:11]=1)[N:8]=[CH:7][C:6]([C:12](=[O:16])[CH:13]([CH3:15])[CH3:14])=[C:5]2[N:17]1[CH2:22][CH2:21][CH:20]([CH2:23][N:24]2[CH2:28][CH2:27][CH2:26][CH2:25]2)[CH2:19][CH2:18]1.[Cl:29][C:30]1[CH:31]=[C:32](B(O)O)[CH:33]=[CH:34][C:35]=1[OH:36]. No catalyst specified. The product is [Cl:29][C:30]1[CH:31]=[C:32]([C:2]2[CH:3]=[C:4]3[C:9](=[CH:10][CH:11]=2)[N:8]=[CH:7][C:6]([C:12](=[O:16])[CH:13]([CH3:15])[CH3:14])=[C:5]3[N:17]2[CH2:18][CH2:19][CH:20]([CH2:23][N:24]3[CH2:25][CH2:26][CH2:27][CH2:28]3)[CH2:21][CH2:22]2)[CH:33]=[CH:34][C:35]=1[OH:36]. The yield is 0.560.